From a dataset of Reaction yield outcomes from USPTO patents with 853,638 reactions. Predict the reaction yield, written as a fraction of the theoretical maximum amount of product (1.0 means a 100% yield; for example, 0.34 means a 34% yield). (1) The reactants are [OH2:1].[O-2:2].[O-2].[O-2].O=[Si]=O.O=[Si]=O.O=[Si]=O.O=[Si]=O.[Al+3].[Al+3].O.[NH:20]([C:27]1[N:28]([C:47]2[CH:52]=[CH:51][CH:50]=[CH:49][CH:48]=2)[C:29]2[C:34]([C:35](=[O:37])[CH:36]=1)=[C:33]([C:38]([F:41])([F:40])[F:39])[CH:32]=[C:31]([S:42][CH2:43][CH2:44][CH2:45][CH3:46])[N:30]=2)[C:21]1[CH:26]=[CH:25][CH:24]=[CH:23][CH:22]=1.OOS([O-])=O.[K+]. The catalyst is C(Cl)(Cl)Cl. The product is [NH:20]([C:27]1[N:28]([C:47]2[CH:48]=[CH:49][CH:50]=[CH:51][CH:52]=2)[C:29]2[C:34]([C:35](=[O:37])[CH:36]=1)=[C:33]([C:38]([F:40])([F:41])[F:39])[CH:32]=[C:31]([S:42]([CH2:43][CH2:44][CH2:45][CH3:46])(=[O:2])=[O:1])[N:30]=2)[C:21]1[CH:22]=[CH:23][CH:24]=[CH:25][CH:26]=1. The yield is 0.460. (2) The reactants are [CH3:1][C:2]1[C:6]([C:7]2[CH:8]=[C:9]([C:25]([NH:27][CH2:28][C:29]3[O:33][N:32]=[C:31]([CH2:34]O)[CH:30]=3)=[O:26])[C:10](=[O:24])[N:11]([C:14]3[CH:19]=[CH:18][CH:17]=[C:16]([C:20]([F:23])([F:22])[F:21])[CH:15]=3)[C:12]=2[CH3:13])=[C:5]([CH3:36])[O:4][N:3]=1.[CH3:37][S:38]SC.C(P(CC)CC)C. The catalyst is O1CCOCC1. The product is [CH3:1][C:2]1[C:6]([C:7]2[CH:8]=[C:9]([C:25]([NH:27][CH2:28][C:29]3[O:33][N:32]=[C:31]([CH2:34][S:38][CH3:37])[CH:30]=3)=[O:26])[C:10](=[O:24])[N:11]([C:14]3[CH:19]=[CH:18][CH:17]=[C:16]([C:20]([F:23])([F:22])[F:21])[CH:15]=3)[C:12]=2[CH3:13])=[C:5]([CH3:36])[O:4][N:3]=1. The yield is 0.750. (3) The reactants are [Cl:1][C:2]1[CH:9]=[CH:8][CH:7]=[C:6]([Cl:10])[C:3]=1[CH:4]=O.C[C:12]([CH3:15])([O-:14])C.[K+].[Cl-].[NH4+].C1C[O:22][CH2:21][CH2:20]1. No catalyst specified. The product is [Cl:1][C:2]1[CH:9]=[CH:8][CH:7]=[C:6]([Cl:10])[C:3]=1[CH:4]=[CH:20][C:21]([O:14][CH2:12][CH3:15])=[O:22]. The yield is 0.651. (4) The reactants are CI.[CH3:3][C:4]1([CH3:14])[CH2:9][CH2:8][C:7](=[O:10])[CH2:6][C@@H:5]1[C:11]([OH:13])=[O:12].[C:15]([O-])([O-])=O.[K+].[K+]. The catalyst is CC(C)=O. The product is [CH3:3][C:4]1([CH3:14])[CH2:9][CH2:8][C:7](=[O:10])[CH2:6][C@@H:5]1[C:11]([O:13][CH3:15])=[O:12]. The yield is 0.850. (5) The reactants are [CH3:1][C:2]1([CH3:16])[C:6]([CH3:8])([CH3:7])[O:5][B:4]([C:9]2[CH:14]=[CH:13][C:12]([OH:15])=[CH:11][CH:10]=2)[O:3]1.[N:17]1([CH2:23][CH2:24]O)[CH2:22][CH2:21][O:20][CH2:19][CH2:18]1.C1(P(C2C=CC=CC=2)C2C=CC=CC=2)C=CC=CC=1.CC(OC(/N=N/C(OC(C)C)=O)=O)C. The catalyst is C(Cl)Cl. The product is [CH3:8][C:6]1([CH3:7])[C:2]([CH3:16])([CH3:1])[O:3][B:4]([C:9]2[CH:14]=[CH:13][C:12]([O:15][CH2:24][CH2:23][N:17]3[CH2:22][CH2:21][O:20][CH2:19][CH2:18]3)=[CH:11][CH:10]=2)[O:5]1. The yield is 0.740.